From a dataset of Forward reaction prediction with 1.9M reactions from USPTO patents (1976-2016). Predict the product of the given reaction. (1) Given the reactants C=C[C@@H]1[C@@H]2C[C@H]([C@@H:11]([OH:22])[C:12]3C=CN=C4C=CC=CC=34)N(CC2)C1.N1C=CC=CC=1.[CH3:29][NH:30][C:31]([C:33]1[CH:42]=[CH:41][C:40]2[C:35](=[CH:36][CH:37]=[C:38]([C:43]([C:45]3[N:46]=[CH:47][N:48]([S:50]([C:53]4[CH:59]=[CH:58][C:56]([CH3:57])=[CH:55][CH:54]=4)(=[O:52])=[O:51])[CH:49]=3)=[O:44])[CH:39]=2)[CH:34]=1)=[O:32].C(O)(=O)[CH2:61][C:62](CC(O)=O)(C(O)=O)[OH:63], predict the reaction product. The product is: [OH:44][C@@:43]([C:38]1[CH:37]=[CH:36][C:35]2[C:40](=[CH:41][CH:42]=[C:33]([C:31]([NH:30][CH3:29])=[O:32])[CH:34]=2)[CH:39]=1)([C:45]1[N:46]=[CH:47][N:48]([S:50]([C:53]2[CH:54]=[CH:55][C:56]([CH3:57])=[CH:58][CH:59]=2)(=[O:51])=[O:52])[CH:49]=1)[CH2:61][C:62]([O:22][CH2:11][CH3:12])=[O:63]. (2) Given the reactants [CH3:1][C:2]1[C:3]2[N:4]([N:9]=[C:10]([C:12]3[C:13](=[O:28])[O:14][C:15]4[C:20]([CH:21]=3)=[CH:19][CH:18]=[C:17]([CH:22]3[CH2:27][CH2:26][NH:25][CH2:24][CH2:23]3)[CH:16]=4)[CH:11]=2)[CH:5]=[C:6]([CH3:8])[N:7]=1.[CH:29](=O)[CH3:30].[BH-](OC(C)=O)(OC(C)=O)OC(C)=O.[Na+], predict the reaction product. The product is: [CH3:1][C:2]1[C:3]2[N:4]([N:9]=[C:10]([C:12]3[C:13](=[O:28])[O:14][C:15]4[C:20]([CH:21]=3)=[CH:19][CH:18]=[C:17]([CH:22]3[CH2:23][CH2:24][N:25]([CH2:29][CH3:30])[CH2:26][CH2:27]3)[CH:16]=4)[CH:11]=2)[CH:5]=[C:6]([CH3:8])[N:7]=1. (3) Given the reactants CN(C(ON1N=NC2C=CC=NC1=2)=[N+](C)C)C.F[P-](F)(F)(F)(F)F.[Cl:25][C:26]1[CH:27]=[C:28]([CH:40]=[CH:41][C:42]=1[F:43])[C:29]([NH:31][C:32]1[S:33][CH:34]=[C:35]([C:37]([OH:39])=O)[N:36]=1)=[O:30].C(N(C(C)C)CC)(C)C.[CH2:53]([N:60]1[CH2:65][CH2:64][CH:63]([NH2:66])[CH2:62][CH2:61]1)[C:54]1[CH:59]=[CH:58][CH:57]=[CH:56][CH:55]=1, predict the reaction product. The product is: [CH2:53]([N:60]1[CH2:65][CH2:64][CH:63]([NH:66][C:37]([C:35]2[N:36]=[C:32]([NH:31][C:29](=[O:30])[C:28]3[CH:40]=[CH:41][C:42]([F:43])=[C:26]([Cl:25])[CH:27]=3)[S:33][CH:34]=2)=[O:39])[CH2:62][CH2:61]1)[C:54]1[CH:55]=[CH:56][CH:57]=[CH:58][CH:59]=1. (4) Given the reactants [C:1]1([C:7]2[O:8]C3C=C(C(OC)=O)C=CC=3N=2)[CH:6]=[CH:5][CH:4]=[CH:3][CH:2]=1.[Li+].[OH-].O.[ClH:23], predict the reaction product. The product is: [C:7]([Cl:23])(=[O:8])[C:1]1[CH:6]=[CH:5][CH:4]=[CH:3][CH:2]=1.